From a dataset of Reaction yield outcomes from USPTO patents with 853,638 reactions. Predict the reaction yield, written as a fraction of the theoretical maximum amount of product (1.0 means a 100% yield; for example, 0.34 means a 34% yield). (1) The reactants are [OH:1][CH:2]1[CH:7]([NH:8][C:9](=[O:15])[O:10][C:11]([CH3:14])([CH3:13])[CH3:12])[CH:6]=[C:5]([C:16]2[CH:21]=[CH:20][N:19]=[CH:18][C:17]=2[N+:22]([O-:24])=[O:23])[CH2:4][CH:3]1[CH3:25].[CH3:26][C:27](OC(C)=O)=[O:28]. The yield is 0.940. The product is [C:27]([O:1][CH:2]1[CH:3]([CH3:25])[CH2:4][C:5]([C:16]2[CH:21]=[CH:20][N:19]=[CH:18][C:17]=2[N+:22]([O-:24])=[O:23])=[CH:6][CH:7]1[NH:8][C:9]([O:10][C:11]([CH3:12])([CH3:13])[CH3:14])=[O:15])(=[O:28])[CH3:26]. The catalyst is N1C=CC=CC=1. (2) The reactants are [CH2:1]([C:3]1[N:7]([C:8]2[N:16]=[C:15]3[C:11]([N:12]=[C:13]([CH:18]=O)[N:14]3[CH3:17])=[C:10]([N:20]3[CH2:25][CH2:24][O:23][CH2:22][CH2:21]3)[N:9]=2)[C:6]2[CH:26]=[CH:27][CH:28]=[CH:29][C:5]=2[N:4]=1)[CH3:2].[NH:30]1[CH2:33][CH:32]([N:34]2[CH2:39][CH2:38][CH:37]([OH:40])[CH2:36][CH2:35]2)[CH2:31]1.C(O[BH-](OC(=O)C)OC(=O)C)(=O)C.[Na+]. The catalyst is ClCCCl. The product is [CH2:1]([C:3]1[N:7]([C:8]2[N:16]=[C:15]3[C:11]([N:12]=[C:13]([CH2:18][N:30]4[CH2:33][CH:32]([N:34]5[CH2:39][CH2:38][CH:37]([OH:40])[CH2:36][CH2:35]5)[CH2:31]4)[N:14]3[CH3:17])=[C:10]([N:20]3[CH2:21][CH2:22][O:23][CH2:24][CH2:25]3)[N:9]=2)[C:6]2[CH:26]=[CH:27][CH:28]=[CH:29][C:5]=2[N:4]=1)[CH3:2]. The yield is 0.550. (3) The catalyst is C(Cl)Cl.CN(C)C=O. The product is [CH:1]1([CH2:5][C@H:6]([C:10]2[CH:15]=[CH:14][C:13]([S:16]([CH3:19])(=[O:18])=[O:17])=[C:12]([CH3:20])[CH:11]=2)[C:7]([NH:27][C:28]2[CH:32]=[CH:31][N:30]([CH2:33][C:34]([OH:36])([CH3:35])[CH3:37])[N:29]=2)=[O:9])[CH2:2][CH2:3][CH2:4]1. The reactants are [CH:1]1([CH2:5][C@H:6]([C:10]2[CH:15]=[CH:14][C:13]([S:16]([CH3:19])(=[O:18])=[O:17])=[C:12]([CH3:20])[CH:11]=2)[C:7]([OH:9])=O)[CH2:4][CH2:3][CH2:2]1.C(Cl)(=O)C(Cl)=O.[NH2:27][C:28]1[CH:32]=[CH:31][N:30]([CH2:33][C:34]([CH3:37])([OH:36])[CH3:35])[N:29]=1.N1C(C)=CC=CC=1C. The yield is 0.720. (4) The reactants are [F:1][C:2]1([F:23])[CH2:6][N:5]([C:7]2[CH:12]=[CH:11][C:10]([N+:13]([O-:15])=[O:14])=[C:9]([C:16]([F:19])([F:18])[F:17])[CH:8]=2)[C@H:4]([C:20]([OH:22])=[O:21])[CH2:3]1.S(Cl)(Cl)=O.[CH3:28]O. No catalyst specified. The product is [F:23][C:2]1([F:1])[CH2:6][N:5]([C:7]2[CH:12]=[CH:11][C:10]([N+:13]([O-:15])=[O:14])=[C:9]([C:16]([F:19])([F:18])[F:17])[CH:8]=2)[C@H:4]([C:20]([O:22][CH3:28])=[O:21])[CH2:3]1. The yield is 0.480.